From a dataset of Full USPTO retrosynthesis dataset with 1.9M reactions from patents (1976-2016). Predict the reactants needed to synthesize the given product. (1) The reactants are: [Cl:1][C:2]1[CH:7]=[CH:6][CH:5]=[CH:4][C:3]=1[N:8]1[C:12]([C:13]2[N:14]=[C:15]3[C:21]4[CH:22]=[CH:23][C:24]([C:26]([OH:28])=O)=[CH:25][C:20]=4[O:19][CH2:18][CH2:17][N:16]3[CH:29]=2)=[N:11][CH:10]=[N:9]1.[NH2:30][C:31]([CH3:35])([CH3:34])[CH2:32][OH:33]. Given the product [Cl:1][C:2]1[CH:7]=[CH:6][CH:5]=[CH:4][C:3]=1[N:8]1[C:12]([C:13]2[N:14]=[C:15]3[C:21]4[CH:22]=[CH:23][C:24]([C:26]([NH:30][C:31]([CH3:35])([CH3:34])[CH2:32][OH:33])=[O:28])=[CH:25][C:20]=4[O:19][CH2:18][CH2:17][N:16]3[CH:29]=2)=[N:11][CH:10]=[N:9]1, predict the reactants needed to synthesize it. (2) Given the product [F:8][C:5]1[CH:6]=[CH:7][C:2]([S:15][C:14]2[CH:16]=[CH:17][CH:18]=[CH:19][C:13]=2[C:12]([OH:21])=[O:20])=[C:3]([N+:9]([O-:11])=[O:10])[CH:4]=1, predict the reactants needed to synthesize it. The reactants are: Cl[C:2]1[CH:7]=[CH:6][C:5]([F:8])=[CH:4][C:3]=1[N+:9]([O-:11])=[O:10].[C:12]([OH:21])(=[O:20])[C:13]1[C:14](=[CH:16][CH:17]=[CH:18][CH:19]=1)[SH:15]. (3) Given the product [Cl:8][C:6]1[CH:5]=[CH:4][C:3]2[NH:9][C:10]3[CH:18]=[CH:17][CH:16]=[CH:15][C:11]=3[C:12](=[O:13])[NH:1][C:2]=2[CH:7]=1, predict the reactants needed to synthesize it. The reactants are: [NH2:1][C:2]1[CH:7]=[C:6]([Cl:8])[CH:5]=[CH:4][C:3]=1[NH:9][C:10]1[CH:18]=[CH:17][CH:16]=[CH:15][C:11]=1[C:12](O)=[O:13].C1(OC2C=CC=CC=2)C=CC=CC=1. (4) The reactants are: [C:1]([O:5][C:6]([N:8]1[CH2:13][CH2:12][CH:11]([CH2:14][N:15]([CH:19]2[CH2:28][CH2:27][C:26]3[C:21](=[CH:22][C:23]([OH:29])=[CH:24][CH:25]=3)[CH2:20]2)[CH2:16][CH2:17][CH3:18])[CH2:10][CH2:9]1)=[O:7])([CH3:4])([CH3:3])[CH3:2].C(N(CC)CC)C.[F:37][C:38]([F:44])([F:43])[S:39](Cl)(=[O:41])=[O:40].O. Given the product [C:1]([O:5][C:6]([N:8]1[CH2:9][CH2:10][CH:11]([CH2:14][N:15]([CH2:16][CH2:17][CH3:18])[CH:19]2[CH2:28][CH2:27][C:26]3[C:21](=[CH:22][C:23]([O:29][S:39]([C:38]([F:44])([F:43])[F:37])(=[O:41])=[O:40])=[CH:24][CH:25]=3)[CH2:20]2)[CH2:12][CH2:13]1)=[O:7])([CH3:2])([CH3:3])[CH3:4], predict the reactants needed to synthesize it. (5) Given the product [Si:1]([O:8][C:9]1[CH:14]=[C:13]([O:15][Si:16]([C:19]([CH3:20])([CH3:21])[CH3:22])([CH3:18])[CH3:17])[CH:12]=[CH:11][C:10]=1[C@H:23]1[CH2:24][CH2:25][C@H:26]([NH:29][S:42]([CH3:41])(=[O:44])=[O:43])[CH2:27][CH2:28]1)([C:4]([CH3:5])([CH3:6])[CH3:7])([CH3:3])[CH3:2], predict the reactants needed to synthesize it. The reactants are: [Si:1]([O:8][C:9]1[CH:14]=[C:13]([O:15][Si:16]([C:19]([CH3:22])([CH3:21])[CH3:20])([CH3:18])[CH3:17])[CH:12]=[CH:11][C:10]=1[C@H:23]1[CH2:28][CH2:27][C@H:26]([NH2:29])[CH2:25][CH2:24]1)([C:4]([CH3:7])([CH3:6])[CH3:5])([CH3:3])[CH3:2].ClCCCl.C(N(CC)CC)C.[CH3:41][S:42](Cl)(=[O:44])=[O:43].